From a dataset of Forward reaction prediction with 1.9M reactions from USPTO patents (1976-2016). Predict the product of the given reaction. (1) Given the reactants [CH2:1]([Mg]Br)[CH3:2].[Cl:5][C:6]1[CH:7]=[CH:8][C:9]([CH:29]=[O:30])=[C:10]2[C:14]=1[N:13]=[C:12]1[N:15]([C:19]3[C:20]([CH3:28])=[N:21][C:22]([N:25]([CH3:27])[CH3:26])=[CH:23][CH:24]=3)[CH2:16][CH2:17][CH2:18][N:11]21, predict the reaction product. The product is: [Cl:5][C:6]1[C:14]2[N:13]=[C:12]3[N:15]([C:19]4[C:20]([CH3:28])=[N:21][C:22]([N:25]([CH3:27])[CH3:26])=[CH:23][CH:24]=4)[CH2:16][CH2:17][CH2:18][N:11]3[C:10]=2[C:9]([CH:29]([OH:30])[CH2:1][CH3:2])=[CH:8][CH:7]=1. (2) Given the reactants [F:1][C:2]1[CH:3]=[C:4]([CH:32]=[CH:33][C:34]=1[NH:35][C:36]([NH:38][C:39]1[CH:44]=[C:43]([CH3:45])[CH:42]=[CH:41][C:40]=1[F:46])=[O:37])[O:5][C:6]1[CH:11]=[CH:10][N:9]=[C:8]([C:12]2[NH:16][CH:15]=[C:14]([C:17]([N:19]3[CH2:24][CH2:23][N:22](C(OC(C)(C)C)=O)[CH2:21][CH2:20]3)=[O:18])[CH:13]=2)[CH:7]=1.C(O)(C(F)(F)F)=O, predict the reaction product. The product is: [F:46][C:40]1[CH:41]=[CH:42][C:43]([CH3:45])=[CH:44][C:39]=1[NH:38][C:36]([NH:35][C:34]1[CH:33]=[CH:32][C:4]([O:5][C:6]2[CH:11]=[CH:10][N:9]=[C:8]([C:12]3[NH:16][CH:15]=[C:14]([C:17]([N:19]4[CH2:20][CH2:21][NH:22][CH2:23][CH2:24]4)=[O:18])[CH:13]=3)[CH:7]=2)=[CH:3][C:2]=1[F:1])=[O:37].